Dataset: Experimentally validated miRNA-target interactions with 360,000+ pairs, plus equal number of negative samples. Task: Binary Classification. Given a miRNA mature sequence and a target amino acid sequence, predict their likelihood of interaction. (1) The miRNA is hsa-miR-548aj-3p with sequence UAAAAACUGCAAUUACUUUUA. The protein sequence of the target gene is MASPHQEPKPGDLIEIFRLGYEHWALYIGDGYVIHLAPPSEYPGAGSSSVFSVLSNSAEVKRERLEDVVGGCCYRVNNSLDHEYQPRPVEVIISSAKEMVGQKMKYSIVSRNCEHFVTQLRYGKSRCKQVEKAKVEVGVATALGILVVAGCSFAIRRYQKKATA. Result: 0 (no interaction). (2) The miRNA is hsa-miR-4659a-3p with sequence UUUCUUCUUAGACAUGGCAACG. The protein sequence of the target gene is MYRHGISSQRSWPLWTTIFIFLGVAAILGVTIGLLVHFLAVEKTYYYQGDFHISGVTYNDNCENAASQASTNLSKDIETKMLNAFQNSSIYKEYVKSEVIKLLPNANGSNVQLQLKFKFPPAEGVSMRTKIKAKLHQMLKNNMASWNAVPASIKLMEISKAASEMLTNNCCGRQVANSIITGNKIVNGKSSLEGAWPWQASMQWKGRHYCGASLISSRWLLSAAHCFAKKNNSKDWTVNFGIVVNKPYMTRKVQNIIFHENYSSPGLHDDIALVQLAEEVSFTEYIRKICLPEAKMKLSE.... Result: 1 (interaction). (3) The protein sequence of the target gene is MLRLLGRVMSFLPMPPPPPPPPPPPRTPGGPAARQLSRRPCAPPAPSPPAASAAGGEKKRRPPEMLLSSSWPSATLKRPPVRRGPGLGSGTPQPATSARVPPQPSPGRGGTSTTCSAPRRVACSHIPAGSTASGTSAGAGAGPDDATRFSLNLTPEAILVIQRRHLEKQLLARPRRPFPTPSADPRLPLVPCPRTRASTLRRGGPTSVPNAPLAVAVSSRPPRASLLPGGLQATLPSPCPSSLRPVLKVSLLNEKHKYDDEEYEEEVEVVDEGLVRKCTEWLRGVESAAAARGRTGHLDS.... Result: 0 (no interaction). The miRNA is hsa-miR-151a-3p with sequence CUAGACUGAAGCUCCUUGAGG. (4) The miRNA is mmu-miR-103-3p with sequence AGCAGCAUUGUACAGGGCUAUGA. The protein sequence of the target gene is MPIKPVGWICGQVLKNFSGRIEGIQKAIMDLVDEFKDEFPTILRLSQSNQKREPAQKTSKIRMAIALAKINRATLIRGLNSISRSSKSVAKLLHPQLACRLLELRDISGRLLREVNAPRQPLYNIQVRKGSLFEIISFPAKTALTSIIYASYAALIYLAVCVNAVLKKVKNIFQEEESIRQNREESENCRKAFSEPVLSEPMFAEGEIKAKPYRSLPEKPDISDYPKLLANKQSNNIQVLHSVFDQSAEMNEQI. Result: 0 (no interaction). (5) The miRNA is mmu-miR-412-3p with sequence UUCACCUGGUCCACUAGCCG. The protein sequence of the target gene is MRSFWLFLLLLLFCISFIKLTEGNEDAKRLYDDLMVNYNRHRRPSTSPNKPLTIKLKLRLSQIIDVHEIDQIMTCSVWLKQTWIDRKLSWDPVNYGGVNVLYVPYEMIWVPDIVLYNNADSNYNITISTKATLHYTGEVTWEPPAIFKSMCQIDVRWFPFDEQQCHLKFGSWTFSENLLSVELNEPSLRYEEEIDEKGIIDNVTVAEDGIDLSDYYPSVEWDIMSRVAKRRAKNYPSCCPQSAYIDVTYYLQLRRKPLFYTVNLVFPCVGISFLTILVFYLPSDSGEKVTLCISILVALT.... Result: 0 (no interaction). (6) The miRNA is hsa-miR-3605-3p with sequence CCUCCGUGUUACCUGUCCUCUAG. The protein sequence of the target gene is MHRRGVGAGAIAKKKLAEAKYKERGTVLAEDQLAQMSKQLDMFKTNLEEFASKHKQEIRKNPEFRVQFQDMCATIGVDPLASGKGFWSEMLGVGDFYYELGVQIIEVCLALKHRNGGLITLEELHQQVLKGRGKFAQDVSQDDLIRAIKKLKALGTGFGIIPVGGTYLIQSVPAELNMDHTVVLQLAEKNGYVTVSEIKASLKWETERARQVLEHLLKEGLAWLDLQAPGEAHYWLPALFTDLYSQEITAEEAREALP. Result: 0 (no interaction). (7) The miRNA is rno-miR-327 with sequence CCUUGAGGGGCAUGAGGGU. The protein sequence of the target gene is MALALAALAAVEPACGSRYQQLQNEEESGEPEQAAGDAPPPYSSISAESAAYFDYKDESGFPKPPSYNVATTLPSYDEAERTKAEATIPLVPGRDEDFVGRDDFDDADQLRIGNDGIFMLTFFMAFLFNWIGFFLSFCLTTSAAGRYGAISGFGLSLIKWILIVRFSTYFPGYFDGQYWLWWVFLVLGFLLFLRGFINYAKVRKMPETFSNLPRTRVLFIY. Result: 0 (no interaction). (8) The protein sequence of the target gene is MAGAIASRMSFSSLKRKQPKTFTVRIVTMDAEMEFNCEMKWKGKDLFDLVCRTLGLRETWFFGLQYTIKDTVAWLKMDKKVLDHDVSKEEPVTFHFLAKFYPENAEEELVQEITQHLFFLQVKKQILDEKVYCPPEASVLLASYAVQAKYGDYDPSVHKRGFLAQEELLPKRVINLYQMTPEMWEERITAWYAEHRGRARDEAEMEYLKIAQDLEMYGVNYFTIRNKKGTELLLGVDALGLHIYDPENRLTPKISFPWNEIRNISYSDKEFTIKPLDKKIDVFKFNSSKLRVNKLILQLC.... Result: 0 (no interaction). The miRNA is mmu-miR-124-5p with sequence CGUGUUCACAGCGGACCUUGAU. (9) The miRNA is hsa-miR-548x-3p with sequence UAAAAACUGCAAUUACUUUC. The protein sequence of the target gene is MGRAVKVLQLFKTLHRTRQQVFKNDARALEAARIKINEEFKNNKSETSSKKIEELMKIGSDVELLLRTSVIQGIHTDHNTLKLVPRKDLLVENVPYCDAPTQKQ. Result: 0 (no interaction).